Dataset: Peptide-MHC class I binding affinity with 185,985 pairs from IEDB/IMGT. Task: Regression. Given a peptide amino acid sequence and an MHC pseudo amino acid sequence, predict their binding affinity value. This is MHC class I binding data. (1) The peptide sequence is RPLMKNTYL. The MHC is HLA-A01:01 with pseudo-sequence HLA-A01:01. The binding affinity (normalized) is 0.0847. (2) The peptide sequence is FPMKYAAAF. The MHC is Mamu-A2201 with pseudo-sequence Mamu-A2201. The binding affinity (normalized) is 1.00. (3) The peptide sequence is HLNIPIGFK. The MHC is HLA-A03:01 with pseudo-sequence HLA-A03:01. The binding affinity (normalized) is 0.923. (4) The peptide sequence is NHALSELPET. The MHC is HLA-A30:01 with pseudo-sequence HLA-A30:01. The binding affinity (normalized) is 0.341. (5) The peptide sequence is IPQSLDSWWASL. The MHC is H-2-Ld with pseudo-sequence H-2-Ld. The binding affinity (normalized) is 1.00. (6) The binding affinity (normalized) is 0.602. The peptide sequence is LFYVSSIFLH. The MHC is HLA-A33:01 with pseudo-sequence HLA-A33:01.